From a dataset of Forward reaction prediction with 1.9M reactions from USPTO patents (1976-2016). Predict the product of the given reaction. (1) Given the reactants C([O:3][C:4](=[O:28])[CH:5]([NH:7][C:8]1[O:9][C:10]([C:13]2[CH:18]=[CH:17][N:16]=[CH:15][C:14]=2[NH:19][C:20]2[CH:25]=[CH:24][C:23]([I:26])=[CH:22][C:21]=2[F:27])=[N:11][N:12]=1)[CH3:6])C.[Li+].[OH-].Cl, predict the reaction product. The product is: [F:27][C:21]1[CH:22]=[C:23]([I:26])[CH:24]=[CH:25][C:20]=1[NH:19][C:14]1[CH:15]=[N:16][CH:17]=[CH:18][C:13]=1[C:10]1[O:9][C:8]([NH:7][CH:5]([CH3:6])[C:4]([OH:28])=[O:3])=[N:12][N:11]=1. (2) Given the reactants [CH3:1][N:2]1[CH:6]=[C:5]([C:7]2[N:12]=[N:11][C:10]3[NH:13][CH:14]=[CH:15][C:9]=3[CH:8]=2)[CH:4]=[N:3]1.[Cl:16][C:17]1[C:24]([F:25])=[CH:23][CH:22]=[C:21]([Cl:26])[C:18]=1[CH:19]=[O:20].[OH-].[K+].O.[CH3:30]O, predict the reaction product. The product is: [Cl:16][C:17]1[C:24]([F:25])=[CH:23][CH:22]=[C:21]([Cl:26])[C:18]=1[CH:19]([O:20][CH3:30])[C:15]1[C:9]2[CH:8]=[C:7]([C:5]3[CH:4]=[N:3][N:2]([CH3:1])[CH:6]=3)[N:12]=[N:11][C:10]=2[NH:13][CH:14]=1. (3) Given the reactants [N+:1]([C:4]1[CH:8]=[N:7][NH:6][N:5]=1)([O-:3])=[O:2].[H-].[Na+].[CH2:11](I)[CH3:12].C(=O)(O)[O-].[Na+], predict the reaction product. The product is: [CH2:11]([N:6]1[N:5]=[C:4]([N+:1]([O-:3])=[O:2])[CH:8]=[N:7]1)[CH3:12]. (4) The product is: [N+:1]([C:4]1[C:5]([C:10]2[CH:11]=[CH:12][CH:13]=[CH:14][CH:15]=2)=[N+:6]([O-:20])[CH:7]=[CH:8][CH:9]=1)([O-:3])=[O:2]. Given the reactants [N+:1]([C:4]1[C:5]([C:10]2[CH:15]=[CH:14][CH:13]=[CH:12][CH:11]=2)=[N:6][CH:7]=[CH:8][CH:9]=1)([O-:3])=[O:2].OO.NC(N)=[O:20].FC(F)(F)C(OC(=O)C(F)(F)F)=O, predict the reaction product. (5) Given the reactants [Br:1][C:2]1[CH:3]=[C:4]([C:7]([NH:9][CH2:10]/[CH:11]=[CH:12]/[C:13]([O:15][CH2:16][CH3:17])=[O:14])=[O:8])[NH:5][CH:6]=1.C1CCN2C(=NCCC2)CC1, predict the reaction product. The product is: [Br:1][C:2]1[CH:3]=[C:4]2[C:7](=[O:8])[NH:9][CH2:10][CH:11]([CH2:12][C:13]([O:15][CH2:16][CH3:17])=[O:14])[N:5]2[CH:6]=1. (6) Given the reactants [CH3:1][S:2]([C:5]1[CH:10]=[C:9]([N+:11]([O-])=O)[CH:8]=[C:7]([S:14]([CH3:17])(=[O:16])=[O:15])[CH:6]=1)(=[O:4])=[O:3], predict the reaction product. The product is: [CH3:17][S:14]([C:7]1[CH:8]=[C:9]([NH2:11])[CH:10]=[C:5]([S:2]([CH3:1])(=[O:4])=[O:3])[CH:6]=1)(=[O:16])=[O:15]. (7) Given the reactants Cl[C:2]1[C:11]2[C:6](=[CH:7][CH:8]=[CH:9][N:10]=2)[N:5]=[CH:4][C:3]=1[N+:12]([O-:14])=[O:13].C(N(CC)CC)C.[NH2:22][C@H:23]([CH3:26])[CH2:24][OH:25].O, predict the reaction product. The product is: [N+:12]([C:3]1[CH:4]=[N:5][C:6]2[C:11]([C:2]=1[NH:22][C@H:23]([CH3:26])[CH2:24][OH:25])=[N:10][CH:9]=[CH:8][CH:7]=2)([O-:14])=[O:13]. (8) The product is: [CH3:34][O:35][C:36](=[O:37])[NH:38][CH:39]([CH:43]1[CH2:44][CH2:45][O:46][CH2:47][CH2:48]1)[C:11]([N:13]1[CH2:17][CH2:16][CH2:15][CH:14]1[C:18]1[NH:19][C:20]([C:23]2[CH:24]=[CH:25][C:30]3[C:31](=[CH:26][CH:27]=[C:28]([Br:33])[CH:29]=3)[CH:32]=2)=[CH:21][N:22]=1)=[O:12]. Given the reactants COC(=O)N.C(O[C:11]([N:13]1[CH2:17][CH2:16][CH2:15][CH:14]1[C:18]1[NH:19][C:20]([C:23]2[CH:32]=[CH:31][C:30]3[C:25](=[CH:26][CH:27]=[C:28]([Br:33])[CH:29]=3)[CH:24]=2)=[CH:21][N:22]=1)=[O:12])(C)(C)C.[CH3:34][O:35][C:36]([NH:38][CH:39]([CH:43]1[CH2:48][CH2:47][O:46][CH2:45][CH2:44]1)C(O)=O)=[O:37], predict the reaction product. (9) Given the reactants C1(P(C2CCCCC2)C2C=CC=CC=2C2C(N(C)C)=CC=CC=2)CCCCC1.[CH2:29]([O:36][C:37]1[C:42](Br)=[CH:41][CH:40]=[CH:39][N:38]=1)[C:30]1[CH:35]=[CH:34][CH:33]=[CH:32][CH:31]=1.[N:44]1([C:50]([O:52][CH2:53][C:54]2[CH:59]=[CH:58][CH:57]=[CH:56][CH:55]=2)=[O:51])[CH2:49][CH2:48][NH:47][CH2:46][CH2:45]1.CC(C)([O-])C.[Na+], predict the reaction product. The product is: [CH2:29]([O:36][C:37]1[C:42]([N:47]2[CH2:46][CH2:45][N:44]([C:50]([O:52][CH2:53][C:54]3[CH:59]=[CH:58][CH:57]=[CH:56][CH:55]=3)=[O:51])[CH2:49][CH2:48]2)=[CH:41][CH:40]=[CH:39][N:38]=1)[C:30]1[CH:35]=[CH:34][CH:33]=[CH:32][CH:31]=1.